Dataset: Reaction yield outcomes from USPTO patents with 853,638 reactions. Task: Predict the reaction yield, written as a fraction of the theoretical maximum amount of product (1.0 means a 100% yield; for example, 0.34 means a 34% yield). (1) The reactants are [F:1][C:2]1[CH:30]=[CH:29][C:5]([CH2:6][N:7]([O:22]C2CCCCO2)[C:8]([C:10]2[CH:15]=[C:14]([C:16]3[CH:21]=[CH:20][CH:19]=[CH:18][CH:17]=3)[CH:13]=[CH:12][N:11]=2)=[O:9])=[CH:4][CH:3]=1.C1(C)C=CC(S([O-])(=O)=O)=CC=1.[NH+]1C=CC=CC=1. The catalyst is CO. The product is [F:1][C:2]1[CH:30]=[CH:29][C:5]([CH2:6][N:7]([OH:22])[C:8]([C:10]2[CH:15]=[C:14]([C:16]3[CH:21]=[CH:20][CH:19]=[CH:18][CH:17]=3)[CH:13]=[CH:12][N:11]=2)=[O:9])=[CH:4][CH:3]=1. The yield is 0.130. (2) The reactants are [Cl:1][C:2]1[CH:10]=[CH:9][C:5]([C:6](O)=[O:7])=[CH:4][C:3]=1[O:11][CH3:12].B.C1COCC1. The catalyst is C1COCC1. The product is [Cl:1][C:2]1[CH:10]=[CH:9][C:5]([CH2:6][OH:7])=[CH:4][C:3]=1[O:11][CH3:12]. The yield is 0.990.